This data is from Drug-target binding data from BindingDB using IC50 measurements. The task is: Regression. Given a target protein amino acid sequence and a drug SMILES string, predict the binding affinity score between them. We predict pIC50 (pIC50 = -log10(IC50 in M); higher means more potent). Dataset: bindingdb_ic50. The small molecule is CCOC(=O)c1ccccc1NC(=O)c1ccc(OC(=O)C(C)(C)C(F)(F)F)cc1. The target protein (P24158) has sequence MAHRPPSPALASVLLALLLSGAARAAEIVGGHEAQPHSRPYMASLQMRGNPGSHFCGGTLIHPSFVLTAAHCLRDIPQRLVNVVLGAHNVRTQEPTQQHFSVAQVFLNNYDAENKLNDVLLIQLSSPANLSASVATVQLPQQDQPVPHGTQCLAMGWGRVGAHDPPAQVLQELNVTVVTFFCRPHNICTFVPRRKAGICFGDSGGPLICDGIIQGIDSFVIWGCATRLFPDFFTRVALYVDWIRSTLRRVEAKGRP. The pIC50 is 9.0.